From a dataset of Peptide-MHC class II binding affinity with 134,281 pairs from IEDB. Regression. Given a peptide amino acid sequence and an MHC pseudo amino acid sequence, predict their binding affinity value. This is MHC class II binding data. (1) The peptide sequence is AFYVAATAANAAPAN. The MHC is HLA-DPA10201-DPB11401 with pseudo-sequence HLA-DPA10201-DPB11401. The binding affinity (normalized) is 0.404. (2) The peptide sequence is YKAAVDLSHFLKEKGGL. The MHC is DRB5_0101 with pseudo-sequence DRB5_0101. The binding affinity (normalized) is 0.270. (3) The peptide sequence is YVDEHLMCEIEGHHL. The MHC is DRB4_0101 with pseudo-sequence DRB4_0103. The binding affinity (normalized) is 0.362. (4) The peptide sequence is QSDLIKKVTNYLVDGNGRFV. The MHC is DRB1_0101 with pseudo-sequence DRB1_0101. The binding affinity (normalized) is 0.770. (5) The peptide sequence is AAVTAGTTVYGAFAA. The MHC is HLA-DPA10103-DPB10601 with pseudo-sequence HLA-DPA10103-DPB10601. The binding affinity (normalized) is 0.0615.